This data is from Forward reaction prediction with 1.9M reactions from USPTO patents (1976-2016). The task is: Predict the product of the given reaction. (1) Given the reactants [NH2:1][C:2]1[CH:7]=[CH:6][CH:5]=[C:4]([Cl:8])[C:3]=1[CH:9]([OH:19])[CH2:10][C:11]1[CH:16]=[CH:15][C:14]([F:17])=[C:13]([F:18])[CH:12]=1.[C:20](OCC)(=[O:22])C, predict the reaction product. The product is: [Cl:8][C:4]1[C:3]2[CH:9]([CH2:10][C:11]3[CH:16]=[CH:15][C:14]([F:17])=[C:13]([F:18])[CH:12]=3)[O:19][C:20](=[O:22])[NH:1][C:2]=2[CH:7]=[CH:6][CH:5]=1. (2) The product is: [C:1]([O:5][C:6]([N:8]1[CH2:13][CH2:12][CH:11]([CH2:14][CH2:15][CH2:16][C:17]([C:19]2[O:20][C:21]([C:24]([OH:26])=[O:25])=[CH:22][N:23]=2)=[O:18])[CH2:10][CH2:9]1)=[O:7])([CH3:4])([CH3:2])[CH3:3]. Given the reactants [C:1]([O:5][C:6]([N:8]1[CH2:13][CH2:12][CH:11]([CH2:14][CH2:15][CH2:16][CH:17]([C:19]2[O:20][C:21]([C:24]([OH:26])=[O:25])=[CH:22][N:23]=2)[OH:18])[CH2:10][CH2:9]1)=[O:7])([CH3:4])([CH3:3])[CH3:2].C(OC(N1CCC(CCCC(O[Si](C(C)(C)C)(C)C)C2OC(C(O)=O)=CN=2)CC1)=O)(C)(C)C.[F-].C([N+](CCCC)(CCCC)CCCC)CCC, predict the reaction product. (3) Given the reactants [N:1]1[CH:6]=[CH:5][CH:4]=[C:3]([CH2:7][C:8]#[N:9])[CH:2]=1.[CH3:10][O:11][C:12]1[CH:13]=[C:14]([CH:17]=[CH:18][C:19]=1[O:20][CH3:21])[CH:15]=O, predict the reaction product. The product is: [CH3:10][O:11][C:12]1[CH:13]=[C:14](/[CH:15]=[C:7](/[C:3]2[CH:2]=[N:1][CH:6]=[CH:5][CH:4]=2)\[C:8]#[N:9])[CH:17]=[CH:18][C:19]=1[O:20][CH3:21]. (4) Given the reactants [Br:1][C:2]1[CH:3]=[N:4][CH:5]=[C:6]([CH:10]=1)[C:7]([OH:9])=O.[CH2:11]([NH2:18])[C:12]1[CH:17]=[CH:16][CH:15]=[CH:14][CH:13]=1, predict the reaction product. The product is: [Br:1][C:2]1[CH:10]=[C:6]([C:7]([NH:18][CH2:11][C:12]2[CH:17]=[CH:16][CH:15]=[CH:14][CH:13]=2)=[O:9])[CH:5]=[N:4][CH:3]=1.